Dataset: Merck oncology drug combination screen with 23,052 pairs across 39 cell lines. Task: Regression. Given two drug SMILES strings and cell line genomic features, predict the synergy score measuring deviation from expected non-interaction effect. (1) Drug 1: O=C(CCCCCCC(=O)Nc1ccccc1)NO. Drug 2: Cc1nc(Nc2ncc(C(=O)Nc3c(C)cccc3Cl)s2)cc(N2CCN(CCO)CC2)n1. Cell line: KPL1. Synergy scores: synergy=20.4. (2) Drug 1: CC(=O)OC1C(=O)C2(C)C(O)CC3OCC3(OC(C)=O)C2C(OC(=O)c2ccccc2)C2(O)CC(OC(=O)C(O)C(NC(=O)c3ccccc3)c3ccccc3)C(C)=C1C2(C)C. Drug 2: CC1(c2nc3c(C(N)=O)cccc3[nH]2)CCCN1. Cell line: NCIH1650. Synergy scores: synergy=-7.76. (3) Synergy scores: synergy=-2.13. Drug 1: CC(C)CC(NC(=O)C(Cc1ccccc1)NC(=O)c1cnccn1)B(O)O. Drug 2: Cc1nc(Nc2ncc(C(=O)Nc3c(C)cccc3Cl)s2)cc(N2CCN(CCO)CC2)n1. Cell line: CAOV3.